From a dataset of Catalyst prediction with 721,799 reactions and 888 catalyst types from USPTO. Predict which catalyst facilitates the given reaction. (1) Reactant: [CH2:1](OC(OCC)OCC)C.[CH3:11][C:12]1([CH3:20])[O:17][C:16](=[O:18])[CH2:15][C:14](=[O:19])[O:13]1.[Cl:21][C:22]1[CH:23]=[C:24]([CH:26]=[CH:27][C:28]=1[O:29][CH3:30])[NH2:25]. Product: [Cl:21][C:22]1[CH:23]=[C:24]([NH:25][CH:1]=[C:15]2[C:16](=[O:18])[O:17][C:12]([CH3:20])([CH3:11])[O:13][C:14]2=[O:19])[CH:26]=[CH:27][C:28]=1[O:29][CH3:30]. The catalyst class is: 8. (2) Reactant: [CH3:1][C:2]1[C:7]([CH2:8][CH3:9])=[N:6][CH:5]=[CH:4][N:3]=1.[Se](=O)=[O:11]. Product: [CH2:8]([C:7]1[C:2]([CH:1]=[O:11])=[N:3][CH:4]=[CH:5][N:6]=1)[CH3:9]. The catalyst class is: 12. (3) Reactant: [CH:1](O)([C:8]1[CH:13]=[CH:12][CH:11]=[CH:10][CH:9]=1)[C:2]1[CH:7]=[CH:6][CH:5]=[CH:4][CH:3]=1.[C:15](O)(=O)[CH2:16][SH:17].[OH2:20]. Product: [CH:1]([CH2:15][C:16]([OH:20])=[S:17])([C:8]1[CH:13]=[CH:12][CH:11]=[CH:10][CH:9]=1)[C:2]1[CH:7]=[CH:6][CH:5]=[CH:4][CH:3]=1. The catalyst class is: 55. (4) Product: [CH3:3][O:4][C:5]1[N:10]2[N:11]=[C:12]([C:18]3[CH:23]=[CH:22][CH:21]=[CH:20][CH:19]=3)[C:13]([C:14]([OH:16])=[O:15])=[C:9]2[CH:8]=[CH:7][CH:6]=1. The catalyst class is: 5. Reactant: [OH-].[K+].[CH3:3][O:4][C:5]1[N:10]2[N:11]=[C:12]([C:18]3[CH:23]=[CH:22][CH:21]=[CH:20][CH:19]=3)[C:13]([C:14]([O:16]C)=[O:15])=[C:9]2[CH:8]=[CH:7][CH:6]=1.Cl. (5) Reactant: [Cl:1][C:2]1[CH:3]=[C:4]([C:9]2[CH:14]=[C:13]([CH3:15])[N:12]=[C:11]([N:16]3[CH:20]=[C:19]([Sn](CCCC)(CCCC)CCCC)[N:18]=[CH:17]3)[N:10]=2)[CH:5]=[CH:6][C:7]=1[Cl:8].BrC1C=C([CH2:41][S:42](CC2C=CC=C(Br)C=2)(=[O:44])=[O:43])C=CC=1.C[CH2:54][CH2:55][CH2:56][CH2:57][CH2:58][CH3:59]. Product: [Cl:1][C:2]1[CH:3]=[C:4]([C:9]2[CH:14]=[C:13]([CH3:15])[N:12]=[C:11]([N:16]3[CH:20]=[C:19]([C:55]4[CH:56]=[CH:57][CH:58]=[C:59]([S:42]([CH3:41])(=[O:44])=[O:43])[CH:54]=4)[N:18]=[CH:17]3)[N:10]=2)[CH:5]=[CH:6][C:7]=1[Cl:8]. The catalyst class is: 11. (6) Reactant: C(OC([NH:11][C@H:12]([C:30]1[N:34]([C@@H:35]([CH2:39][CH2:40][CH2:41][CH3:42])[C:36]([OH:38])=[O:37])[N:33]=[N:32][N:31]=1)[CH2:13][C:14]1[C:22]2[C:17](=[CH:18][CH:19]=[CH:20][CH:21]=2)[N:16]([C:23]([O:25][C:26]([CH3:29])([CH3:28])[CH3:27])=[O:24])[CH:15]=1)=O)C1C=CC=CC=1. Product: [NH2:11][C@H:12]([C:30]1[N:34]([C@@H:35]([CH2:39][CH2:40][CH2:41][CH3:42])[C:36]([OH:38])=[O:37])[N:33]=[N:32][N:31]=1)[CH2:13][C:14]1[C:22]2[C:17](=[CH:18][CH:19]=[CH:20][CH:21]=2)[N:16]([C:23]([O:25][C:26]([CH3:28])([CH3:29])[CH3:27])=[O:24])[CH:15]=1. The catalyst class is: 19. (7) Reactant: [S:1]1[CH:5]=[CH:4][CH:3]=[C:2]1[S:6]([NH:9][C:10]1[CH:11]=[CH:12][CH:13]=[C:14]2[C:18]=1[NH:17][C:16]([C:19]([OH:21])=O)=[CH:15]2)(=[O:8])=[O:7].[CH2:22]([S:29][CH2:30][C@@H:31]([C:33]([NH:35][CH2:36][CH2:37][CH3:38])=[O:34])[NH2:32])[C:23]1[CH:28]=[CH:27][CH:26]=[CH:25][CH:24]=1.N1(O)C2C=CC=CC=2N=N1.Cl.CN(C)CCCN=C=NCC. Product: [CH2:22]([S:29][CH2:30][C@H:31]([NH:32][C:19]([C:16]1[NH:17][C:18]2[C:14]([CH:15]=1)=[CH:13][CH:12]=[CH:11][C:10]=2[NH:9][S:6]([C:2]1[S:1][CH:5]=[CH:4][CH:3]=1)(=[O:7])=[O:8])=[O:21])[C:33](=[O:34])[NH:35][CH2:36][CH2:37][CH3:38])[C:23]1[CH:28]=[CH:27][CH:26]=[CH:25][CH:24]=1. The catalyst class is: 434. (8) Reactant: FC1C=C(C=CC=1)CN1C2C(=CC=CC=2CCC2C=CC(C(O)=O)=CC=2)CC1.[CH3:29][O:30][C:31]1[CH:32]=[C:33]([CH:57]=[C:58]([O:60][CH3:61])[CH:59]=1)[CH2:34][N:35]1[C:43]2[C:38](=[CH:39][C:40]([F:56])=[CH:41][C:42]=2[CH2:44][CH2:45][C:46]2[CH:55]=[CH:54][C:49]([C:50]([O:52]C)=[O:51])=[CH:48][CH:47]=2)[CH2:37][CH2:36]1.[Li+].[OH-]. Product: [CH3:29][O:30][C:31]1[CH:32]=[C:33]([CH:57]=[C:58]([O:60][CH3:61])[CH:59]=1)[CH2:34][N:35]1[C:43]2[C:38](=[CH:39][C:40]([F:56])=[CH:41][C:42]=2[CH2:44][CH2:45][C:46]2[CH:47]=[CH:48][C:49]([C:50]([OH:52])=[O:51])=[CH:54][CH:55]=2)[CH2:37][CH2:36]1. The catalyst class is: 1. (9) Reactant: Cl[C:2]1[N:7]=[N:6][C:5]([N:8]2[CH2:13][CH2:12][CH:11]([N:14]([CH3:22])[C:15](=[O:21])[O:16][C:17]([CH3:20])([CH3:19])[CH3:18])[CH2:10][CH2:9]2)=[C:4]([CH3:23])[C:3]=1[CH3:24].[C:25]([C:27]1[CH:32]=[CH:31][C:30](B(O)O)=[CH:29][CH:28]=1)#[N:26].C([O-])([O-])=O.[Cs+].[Cs+]. Product: [C:25]([C:27]1[CH:32]=[CH:31][C:30]([C:2]2[N:7]=[N:6][C:5]([N:8]3[CH2:13][CH2:12][CH:11]([N:14]([CH3:22])[C:15](=[O:21])[O:16][C:17]([CH3:20])([CH3:19])[CH3:18])[CH2:10][CH2:9]3)=[C:4]([CH3:23])[C:3]=2[CH3:24])=[CH:29][CH:28]=1)#[N:26]. The catalyst class is: 38. (10) Reactant: [C:1]([O:5][C:6]([N:8]1[CH2:13][CH2:12][C:11](=O)[CH2:10][CH2:9]1)=[O:7])([CH3:4])([CH3:3])[CH3:2].[F:15][C:16]1[CH:22]=[CH:21][C:19]([NH2:20])=[CH:18][CH:17]=1.C(O)(=O)C.C(O[BH-](OC(=O)C)OC(=O)C)(=O)C.[Na+]. Product: [C:1]([O:5][C:6]([N:8]1[CH2:13][CH2:12][CH:11]([NH:20][C:19]2[CH:21]=[CH:22][C:16]([F:15])=[CH:17][CH:18]=2)[CH2:10][CH2:9]1)=[O:7])([CH3:4])([CH3:3])[CH3:2]. The catalyst class is: 26.